Dataset: Catalyst prediction with 721,799 reactions and 888 catalyst types from USPTO. Task: Predict which catalyst facilitates the given reaction. (1) Reactant: C[O:2][C:3]([C:5]1[C:6]([C:15]2[C:23]3[C:18](=[CH:19][C:20]([F:24])=[CH:21][CH:22]=3)[NH:17][CH:16]=2)=[CH:7][C:8]2[O:12][C:11]([CH3:13])=[N:10][C:9]=2[CH:14]=1)=O.[H-].C([Al+]CC(C)C)C(C)C. Product: [F:24][C:20]1[CH:19]=[C:18]2[C:23]([C:15]([C:6]3[C:5]([CH2:3][OH:2])=[CH:14][C:9]4[N:10]=[C:11]([CH3:13])[O:12][C:8]=4[CH:7]=3)=[CH:16][NH:17]2)=[CH:22][CH:21]=1. The catalyst class is: 1. (2) Reactant: [CH3:1][S:2](Cl)(=[O:4])=[O:3].[F:6][C:7]1[CH:12]=[CH:11][C:10]([F:13])=[CH:9][C:8]=1[C:14]1[CH2:18][NH:17][CH:16]([C:19]2[CH:24]=[CH:23][CH:22]=[CH:21][CH:20]=2)[CH:15]=1.C(N(CC)CC)C. Product: [F:6][C:7]1[CH:12]=[CH:11][C:10]([F:13])=[CH:9][C:8]=1[C:14]1[CH2:18][N:17]([S:2]([CH3:1])(=[O:4])=[O:3])[CH:16]([C:19]2[CH:24]=[CH:23][CH:22]=[CH:21][CH:20]=2)[CH:15]=1. The catalyst class is: 4.